From a dataset of Full USPTO retrosynthesis dataset with 1.9M reactions from patents (1976-2016). Predict the reactants needed to synthesize the given product. Given the product [ClH:21].[CH2:1]([O:3][C:4](=[O:20])[CH:5]([NH:9][CH:10]1[CH2:11][CH2:12]1)[C:6](=[O:8])[CH3:7])[CH3:2], predict the reactants needed to synthesize it. The reactants are: [CH2:1]([O:3][C:4](=[O:20])[CH:5]([N:9](C(OC(C)(C)C)=O)[CH:10]1[CH2:12][CH2:11]1)[C:6](=[O:8])[CH3:7])[CH3:2].[ClH:21].C(OCC)C.